Dataset: Full USPTO retrosynthesis dataset with 1.9M reactions from patents (1976-2016). Task: Predict the reactants needed to synthesize the given product. Given the product [C:1]([O:5][C:6]([NH:8][C@H:9]([C:14]([O:16][CH:17]([O:21][C:22](=[O:46])[N:23]([C:36]1[N:45]=[C:39]2[CH:40]=[CH:41][C:42]([C:61]3[CH:60]=[CH:59][C:58]([NH:57][C:55](=[O:56])[C@@H:54]([C:51]4[CH:50]=[CH:49][C:48]([F:47])=[CH:53][CH:52]=4)[CH3:67])=[CH:63][CH:62]=3)=[CH:43][N:38]2[N:37]=1)[C:24]1[CH:29]=[CH:28][C:27]([S:30]([CH3:33])(=[O:32])=[O:31])=[CH:26][C:25]=1[O:34][CH3:35])[CH:18]([CH3:20])[CH3:19])=[O:15])[C:10]([CH3:13])([CH3:12])[CH3:11])=[O:7])([CH3:4])([CH3:3])[CH3:2], predict the reactants needed to synthesize it. The reactants are: [C:1]([O:5][C:6]([NH:8][C@H:9]([C:14]([O:16][CH:17]([O:21][C:22](=[O:46])[N:23]([C:36]1[N:45]=[C:39]2[CH:40]=[CH:41][C:42](Cl)=[CH:43][N:38]2[N:37]=1)[C:24]1[CH:29]=[CH:28][C:27]([S:30]([CH3:33])(=[O:32])=[O:31])=[CH:26][C:25]=1[O:34][CH3:35])[CH:18]([CH3:20])[CH3:19])=[O:15])[C:10]([CH3:13])([CH3:12])[CH3:11])=[O:7])([CH3:4])([CH3:3])[CH3:2].[F:47][C:48]1[CH:53]=[CH:52][C:51]([C@@H:54]([CH3:67])[C:55]([NH:57][C:58]2[CH:63]=[CH:62][C:61](B(O)O)=[CH:60][CH:59]=2)=[O:56])=[CH:50][CH:49]=1.O.P([O-])([O-])([O-])=O.[K+].[K+].[K+].C1(P(C2CCCCC2)C2C=CC=CC=2C2C(OC)=CC=CC=2OC)CCCCC1.